Dataset: Full USPTO retrosynthesis dataset with 1.9M reactions from patents (1976-2016). Task: Predict the reactants needed to synthesize the given product. (1) Given the product [C:12]([C:2]1[CH:7]=[CH:6][CH:5]=[CH:4][C:3]=1[CH2:8][C:9]([NH2:11])=[O:10])#[CH:13], predict the reactants needed to synthesize it. The reactants are: I[C:2]1[CH:7]=[CH:6][CH:5]=[CH:4][C:3]=1[CH2:8][C:9]([NH2:11])=[O:10].[CH2:12](N(CC)CC)[CH3:13].[Si](C#C)(C)(C)C.CCCC[N+](CCCC)(CCCC)CCCC.[F-]. (2) The reactants are: Cl[CH2:2][C:3]1[N:4]=[C:5]([C:9]2[CH:18]=[CH:17][C:12]([C:13]([O:15][CH3:16])=[O:14])=[CH:11][CH:10]=2)[O:6][C:7]=1[CH3:8].C(=O)([O-])[O-].[K+].[K+].[O:25]=[CH:26][C:27]1[CH:35]=[CH:34][C:32]([OH:33])=[C:29]([O:30][CH3:31])[CH:28]=1.CN(C)C=O. Given the product [CH:26]([C:27]1[CH:35]=[CH:34][C:32]([O:33][CH2:2][C:3]2[N:4]=[C:5]([C:9]3[CH:18]=[CH:17][C:12]([C:13]([O:15][CH3:16])=[O:14])=[CH:11][CH:10]=3)[O:6][C:7]=2[CH3:8])=[C:29]([O:30][CH3:31])[CH:28]=1)=[O:25], predict the reactants needed to synthesize it.